This data is from Full USPTO retrosynthesis dataset with 1.9M reactions from patents (1976-2016). The task is: Predict the reactants needed to synthesize the given product. (1) Given the product [F:1][C:2]([F:7])([F:6])[C:3]([OH:5])=[O:4].[Cl:8][C:9]1[CH:10]=[CH:11][C:12]([C:13]([N:15]2[CH2:21][C:20]3[CH:22]=[CH:23][CH:24]=[CH:25][C:19]=3[N:18]([CH2:26][CH:27]3[CH2:28][CH2:29][N:30]([CH:43]4[CH2:47][CH2:46][CH2:45][CH2:44]4)[CH2:31][CH2:32]3)[C:17](=[O:33])[CH2:16]2)=[O:14])=[CH:34][CH:35]=1, predict the reactants needed to synthesize it. The reactants are: [F:1][C:2]([F:7])([F:6])[C:3]([OH:5])=[O:4].[Cl:8][C:9]1[CH:35]=[CH:34][C:12]([C:13]([N:15]2[CH2:21][C:20]3[CH:22]=[CH:23][CH:24]=[CH:25][C:19]=3[N:18]([CH2:26][CH:27]3[CH2:32][CH2:31][NH:30][CH2:29][CH2:28]3)[C:17](=[O:33])[CH2:16]2)=[O:14])=[CH:11][CH:10]=1.FC(F)(F)C(O)=O.[C:43]1(=O)[CH2:47][CH2:46][CH2:45][CH2:44]1.C(O)(=O)C.C(O[BH-](OC(=O)C)OC(=O)C)(=O)C.[Na+]. (2) Given the product [Cl:1][C:2]1[N:7]=[C:6]([C:8]([NH2:17])=[O:9])[C:5]([NH:13][CH:14]2[CH2:16][CH2:15]2)=[CH:4][N:3]=1, predict the reactants needed to synthesize it. The reactants are: [Cl:1][C:2]1[N:7]=[C:6]([C:8](OCC)=[O:9])[C:5]([NH:13][CH:14]2[CH2:16][CH2:15]2)=[CH:4][N:3]=1.[NH3:17]. (3) Given the product [OH:14][C:16]1([CH2:15][SH:9])[CH2:21][CH2:20][N:19]([C:22]([O:24][C:25]([CH3:28])([CH3:27])[CH3:26])=[O:23])[CH2:18][CH2:17]1, predict the reactants needed to synthesize it. The reactants are: [Na].O.C1(C)C=CC([S:9](O)(=O)=O)=CC=1.[O:14]1[C:16]2([CH2:21][CH2:20][N:19]([C:22]([O:24][C:25]([CH3:28])([CH3:27])[CH3:26])=[O:23])[CH2:18][CH2:17]2)[CH2:15]1.C(=O)(O)[O-].[Na+]. (4) Given the product [F:33][C:2]([F:1])([F:32])[CH2:3][CH2:4][CH:5]([NH:22][C:23]1[CH:31]=[CH:30][C:26]([C:27]([N:34]2[CH2:39][CH2:38][CH2:37][C@@H:36]([C:40]([O:42][CH2:43][CH3:44])=[O:41])[CH2:35]2)=[O:28])=[CH:25][CH:24]=1)[C:6]1[CH:11]=[CH:10][C:9]([N:12]2[CH:20]=[C:19]3[C:14]([CH2:15][CH2:16][CH2:17][CH2:18]3)=[N:13]2)=[CH:8][C:7]=1[CH3:21], predict the reactants needed to synthesize it. The reactants are: [F:1][C:2]([F:33])([F:32])[CH2:3][CH2:4][CH:5]([NH:22][C:23]1[CH:31]=[CH:30][C:26]([C:27](O)=[O:28])=[CH:25][CH:24]=1)[C:6]1[CH:11]=[CH:10][C:9]([N:12]2[CH:20]=[C:19]3[C:14]([CH2:15][CH2:16][CH2:17][CH2:18]3)=[N:13]2)=[CH:8][C:7]=1[CH3:21].[NH:34]1[CH2:39][CH2:38][CH2:37][C@@H:36]([C:40]([O:42][CH2:43][CH3:44])=[O:41])[CH2:35]1.Cl.CN(C)CCCN=C=NCC.ON1C2C=CC=CC=2N=N1.C(N(CC)C(C)C)(C)C. (5) Given the product [CH3:2][O:1][C:3]1[CH:4]=[C:5]([CH:8]=[CH:9][CH:10]=1)[CH2:6][NH:7][C:40]([C:36]1[CH:35]=[C:34]2[C:39](=[CH:38][CH:37]=1)[N:31]([CH2:30][C:27]1[CH:26]=[CH:25][C:24]([C:19]3[C:18]([C:16]([OH:17])=[O:15])=[CH:23][CH:22]=[CH:21][CH:20]=3)=[CH:29][CH:28]=1)[C:32]([CH3:44])=[C:33]2[CH3:43])=[O:41], predict the reactants needed to synthesize it. The reactants are: [O:1]([C:3]1[CH:4]=[C:5]([CH:8]=[CH:9][CH:10]=1)[CH2:6][NH2:7])[CH3:2].C([O:15][C:16]([C:18]1[CH:23]=[CH:22][CH:21]=[CH:20][C:19]=1[C:24]1[CH:29]=[CH:28][C:27]([CH2:30][N:31]2[C:39]3[C:34](=[CH:35][C:36]([C:40](O)=[O:41])=[CH:37][CH:38]=3)[C:33]([CH3:43])=[C:32]2[CH3:44])=[CH:26][CH:25]=1)=[O:17])(C)(C)C.